Task: Predict the reactants needed to synthesize the given product.. Dataset: Full USPTO retrosynthesis dataset with 1.9M reactions from patents (1976-2016) (1) Given the product [CH3:1][N:2]1[C:10]2[C:5](=[CH:6][CH:7]=[CH:8][CH:9]=2)[CH:4]=[C:3]1[C:15]1[CH:16]=[N:17][CH:18]=[CH:19][C:20]=1[CH2:21][OH:22], predict the reactants needed to synthesize it. The reactants are: [CH3:1][N:2]1[C:10]2[C:5](=[CH:6][CH:7]=[CH:8][CH:9]=2)[CH:4]=[C:3]1B(O)O.Br[C:15]1[CH:16]=[N:17][CH:18]=[CH:19][C:20]=1[CH2:21][OH:22].P([O-])([O-])([O-])=O.[K+].[K+].[K+]. (2) Given the product [NH2:17][CH2:10][CH2:9][C:6]1[CH:7]=[CH:8][C:3]([C:1]#[N:2])=[C:4]([CH3:14])[CH:5]=1, predict the reactants needed to synthesize it. The reactants are: [C:1]([C:3]1[CH:8]=[CH:7][C:6]([CH2:9][CH2:10]C(O)=O)=[CH:5][C:4]=1[CH3:14])#[N:2].C([N:17](CC)CC)C. (3) Given the product [O:42]1[CH:41]=[CH:40][CH:39]=[C:38]1[CH2:37][NH:43][C:32](=[O:34])[C:31]1[CH:35]=[CH:36][C:28]([S:27][CH2:26][C:16]2[C:17]3[CH2:18][CH2:19][CH2:20][C:21](=[O:25])[C:22]=3[CH:23]=[CH:24][C:15]=2[O:14][C@@H:7]([C:8]2[CH:9]=[CH:10][CH:11]=[CH:12][CH:13]=2)[CH2:6][N:1]2[CH:5]=[CH:4][N:3]=[CH:2]2)=[CH:29][CH:30]=1, predict the reactants needed to synthesize it. The reactants are: [N:1]1([CH2:6][C@@H:7]([O:14][C:15]2[CH:24]=[CH:23][C:22]3[C:21](=[O:25])[CH2:20][CH2:19][CH2:18][C:17]=3[C:16]=2[CH2:26][S:27][C:28]2[CH:36]=[CH:35][C:31]([C:32]([OH:34])=O)=[CH:30][CH:29]=2)[C:8]2[CH:13]=[CH:12][CH:11]=[CH:10][CH:9]=2)[CH:5]=[CH:4][N:3]=[CH:2]1.[CH2:37]([NH2:43])[C:38]1[O:42][CH:41]=[CH:40][CH:39]=1. (4) Given the product [Br:1][C:2]1[CH:21]=[N:20][CH:19]=[CH:18][C:3]=1[C:4]1[O:17][C:8]2[CH:9]=[CH:10][C:11]([C:13]([F:16])([F:15])[F:14])=[CH:12][C:7]=2[N:6]=1, predict the reactants needed to synthesize it. The reactants are: [Br:1][C:2]1[CH:21]=[N:20][CH:19]=[CH:18][C:3]=1[C:4]([NH:6][C:7]1[CH:12]=[C:11]([C:13]([F:16])([F:15])[F:14])[CH:10]=[CH:9][C:8]=1[OH:17])=O.O1CCCC1.C1(P(C2C=CC=CC=2)C2C=CC=CC=2)C=CC=CC=1.N(C(OCC)=O)=NC(OCC)=O. (5) Given the product [C:7]([C:9]1[CH:10]=[C:1]([CH:15]=[CH:16][C:17]=1[O:18][CH2:19][CH:20]1[CH2:22][CH2:21]1)[C:2]([Cl:4])=[O:3])#[N:8], predict the reactants needed to synthesize it. The reactants are: [C:1](Cl)(=O)[C:2]([Cl:4])=[O:3].[C:7]([C:9]1[CH:10]=C([CH:15]=[CH:16][C:17]=1[O:18][CH2:19][CH:20]1[CH2:22][CH2:21]1)C(O)=O)#[N:8].CN(C)C=O. (6) Given the product [CH2:22]([O:21][CH:11]([O:10][CH2:8][CH3:9])[CH2:12][CH2:13][CH2:14][CH2:15][CH2:16][CH2:17][CH2:18][C:19]#[C:20][C:1]#[C:2][CH2:3][CH3:4])[CH3:23], predict the reactants needed to synthesize it. The reactants are: [CH2:1](N)[CH2:2][CH2:3][CH3:4].[BH4-].[Na+].[CH2:8]([O:10][CH:11]([O:21][CH2:22][CH3:23])[CH2:12][CH2:13][CH2:14][CH2:15][CH2:16][CH2:17][CH2:18][C:19]#[CH:20])[CH3:9].BrC#CCC. (7) Given the product [C:51]1(=[O:60])[N:50]([CH2:49][CH2:48][CH2:47][NH:1][C@H:2]([C:34]2[CH:35]=[CH:36][CH:37]=[CH:38][CH:39]=2)[CH2:3][N:4]2[C:9](=[O:10])[C:8]([C:11]3[CH:16]=[CH:15][CH:14]=[C:13]([O:17][CH3:18])[C:12]=3[F:19])=[C:7]([CH3:20])[N:6]([CH2:21][C:22]3[C:27]([S:28]([CH3:31])(=[O:30])=[O:29])=[CH:26][CH:25]=[CH:24][C:23]=3[F:32])[C:5]2=[O:33])[C:54](=[O:55])[C:53]2=[CH:56][CH:57]=[CH:58][CH:59]=[C:52]12, predict the reactants needed to synthesize it. The reactants are: [NH2:1][C@H:2]([C:34]1[CH:39]=[CH:38][CH:37]=[CH:36][CH:35]=1)[CH2:3][N:4]1[C:9](=[O:10])[C:8]([C:11]2[CH:16]=[CH:15][CH:14]=[C:13]([O:17][CH3:18])[C:12]=2[F:19])=[C:7]([CH3:20])[N:6]([CH2:21][C:22]2[C:27]([S:28]([CH3:31])(=[O:30])=[O:29])=[CH:26][CH:25]=[CH:24][C:23]=2[F:32])[C:5]1=[O:33].C(=O)([O-])[O-].[Na+].[Na+].Br[CH2:47][CH2:48][CH2:49][N:50]1[C:54](=[O:55])[C:53]2=[CH:56][CH:57]=[CH:58][CH:59]=[C:52]2[C:51]1=[O:60].C(OCC)(=O)C. (8) Given the product [CH2:23]([C:25]1[C:29](=[O:30])[O:28][C:27](=[O:31])[CH:26]=1)[CH3:24], predict the reactants needed to synthesize it. The reactants are: CC(OI1(OC(C)=O)(OC(C)=O)OC(=O)C2C=CC=CC1=2)=O.[CH2:23]([C:25]1[CH:29]([OH:30])[O:28][C:27](=[O:31])[CH:26]=1)[CH3:24]. (9) Given the product [CH2:1]([O:8][C:9]([N:11]([CH:29]([CH3:31])[CH3:30])[C@H:12]1[CH2:17][N:16]([C:18]([O:20][C:21]([CH3:22])([CH3:23])[CH3:24])=[O:19])[C@@H:15]([CH2:25][CH2:26][OH:27])[CH2:14][CH2:13]1)=[O:10])[C:2]1[CH:3]=[CH:4][CH:5]=[CH:6][CH:7]=1, predict the reactants needed to synthesize it. The reactants are: [CH2:1]([O:8][C:9]([N:11]([CH:29]([CH3:31])[CH3:30])[C@H:12]1[CH2:17][N:16]([C:18]([O:20][C:21]([CH3:24])([CH3:23])[CH3:22])=[O:19])[C@@H:15]([CH2:25][C:26](O)=[O:27])[CH2:14][CH2:13]1)=[O:10])[C:2]1[CH:7]=[CH:6][CH:5]=[CH:4][CH:3]=1.C(N(CC)CC)C.ClC(OCC)=O. (10) Given the product [F:21][C:22]([F:42])([F:41])[CH2:23][O:5][C:4](=[O:6])[C:3]1[CH:7]=[CH:8][C:9]([C:11]([F:12])([F:13])[F:14])=[CH:10][C:2]=1[O:1][CH2:9][C:11]([F:14])([F:13])[F:12], predict the reactants needed to synthesize it. The reactants are: [OH:1][C:2]1[CH:10]=[C:9]([C:11]([F:14])([F:13])[F:12])[CH:8]=[CH:7][C:3]=1[C:4]([OH:6])=[O:5].C(=O)([O-])[O-].[K+].[K+].[F:21][C:22]([F:42])([F:41])[CH2:23]OS(C(F)(F)C(F)(F)[C:23](F)(F)[C:22]([F:42])([F:41])[F:21])(=O)=O.